From a dataset of Reaction yield outcomes from USPTO patents with 853,638 reactions. Predict the reaction yield, written as a fraction of the theoretical maximum amount of product (1.0 means a 100% yield; for example, 0.34 means a 34% yield). (1) The reactants are [CH2:1]1[O:5][C@@H:4]2[C@H:6]([OH:9])[CH2:7][O:8][C@@H:3]2[C@@H:2]1[OH:10].[C:11]1([CH3:21])[CH:16]=[CH:15][C:14]([S:17](Cl)(=[O:19])=[O:18])=[CH:13][CH:12]=1.[OH-:22].[K+]. The catalyst is C(Cl)(Cl)(Cl)Cl.ClCCl.O. The yield is 0.480. The product is [CH3:21][C:11]1[CH:16]=[CH:15][C:14]([S:17]([O:10][C@@H:2]2[CH2:1][O:5][C@@H:4]3[C@H:6]([O:9][S:17]([C:14]4[CH:15]=[CH:16][C:11]([CH3:21])=[CH:12][CH:13]=4)(=[O:18])=[O:22])[CH2:7][O:8][C@H:3]23)(=[O:19])=[O:18])=[CH:13][CH:12]=1. (2) The reactants are COC(=O)[C@H]([O:11][C:12]1[C:13](=[O:45])[N:14]([C:38]2[N:39]=[N:40][C:41]([CH3:44])=[CH:42][CH:43]=2)[C@H:15]([C:28]2[CH:33]=[CH:32][C:31]([C:34]([F:37])([F:36])[CH3:35])=[CH:30][CH:29]=2)[C:16]=1[C:17](=[O:27])[C:18]1[CH:23]=[CH:22][C:21]([CH:24]([CH3:26])[CH3:25])=[CH:20][CH:19]=1)C1C=CC=CC=1. The catalyst is CS(C)=O. The product is [F:37][C:34]([C:31]1[CH:30]=[CH:29][C:28]([C@H:15]2[N:14]([C:38]3[N:39]=[N:40][C:41]([CH3:44])=[CH:42][CH:43]=3)[C:13](=[O:45])[C:12]([OH:11])=[C:16]2[C:17](=[O:27])[C:18]2[CH:19]=[CH:20][C:21]([CH:24]([CH3:25])[CH3:26])=[CH:22][CH:23]=2)=[CH:33][CH:32]=1)([F:36])[CH3:35]. The yield is 0.200. (3) The reactants are [OH:1][CH2:2][CH2:3][CH2:4][CH2:5][CH2:6][CH2:7][CH2:8][C:9]1[CH2:11][CH:10]=1.[Si:12](Cl)([C:15]([CH3:18])([CH3:17])[CH3:16])([CH3:14])[CH3:13].C(N(CC)CC)C. The catalyst is C(Cl)Cl. The product is [Si:12]([O:1][CH2:2][CH2:3][CH2:4][CH2:5][CH2:6][CH2:7][CH2:8][C:9]1[CH2:11][CH:10]=1)([C:15]([CH3:18])([CH3:17])[CH3:16])([CH3:14])[CH3:13]. The yield is 0.470. (4) The reactants are [C:1]1(B(O)O)[CH:6]=[CH:5][CH:4]=[CH:3][CH:2]=1.Cl[C:11]1[C:20]2[C:15](=[CH:16][CH:17]=[CH:18][CH:19]=2)[CH2:14][O:13][C:12]=1[CH:21]=[O:22].C(#N)C.C(O)=O. The catalyst is C1COCC1.O.CC(C1C=C(C(C)C)C(C2C=CC=CC=2P(C2CCCCC2)C2CCCCC2)=C(C(C)C)C=1)C.[Pd]. The product is [C:1]1([C:11]2[C:20]3[C:15](=[CH:16][CH:17]=[CH:18][CH:19]=3)[CH2:14][O:13][C:12]=2[CH:21]=[O:22])[CH:6]=[CH:5][CH:4]=[CH:3][CH:2]=1. The yield is 0.940.